This data is from Catalyst prediction with 721,799 reactions and 888 catalyst types from USPTO. The task is: Predict which catalyst facilitates the given reaction. (1) Reactant: [CH:1]1[C:13]2[CH2:12][C:11]3[C:6](=[CH:7][CH:8]=[CH:9][CH:10]=3)[C:5]=2[CH:4]=[CH:3][CH:2]=1.[Cl-].[Al+3].[Cl-].[Cl-].[C:18](Cl)(=[O:20])[CH3:19].Cl. Product: [C:18]([C:9]1[CH:8]=[CH:7][C:6]2[C:5]3[C:13](=[CH:1][CH:2]=[CH:3][CH:4]=3)[CH2:12][C:11]=2[CH:10]=1)(=[O:20])[CH3:19]. The catalyst class is: 4. (2) Reactant: [C:1]1([CH2:9][NH2:10])[CH:6]=[CH:5][CH:4]=[C:3]([CH2:7][NH2:8])[CH:2]=1.[CH3:11][C:12]([O:15][C:16](O[C:16]([O:15][C:12]([CH3:14])([CH3:13])[CH3:11])=[O:17])=[O:17])([CH3:14])[CH3:13]. Product: [C:12]([O:15][C:16](=[O:17])[NH:8][CH2:7][C:3]1[CH:4]=[CH:5][CH:6]=[C:1]([CH2:9][NH2:10])[CH:2]=1)([CH3:14])([CH3:13])[CH3:11]. The catalyst class is: 5. (3) Reactant: [C:1]([O:5][C:6]([NH:8][CH2:9][C:10]([OH:12])=O)=[O:7])([CH3:4])([CH3:3])[CH3:2].[NH:13]1[CH2:20][CH2:19][CH2:18][C@H:14]1[C:15]([NH2:17])=[O:16].ON1C2C=CC=CC=2N=N1.C(N=C=NCCCN(C)C)C.C(N(CC)CC)C. Product: [C:1]([O:5][C:6](=[O:7])[NH:8][CH2:9][C:10]([N:13]1[CH2:20][CH2:19][CH2:18][CH:14]1[C:15](=[O:16])[NH2:17])=[O:12])([CH3:2])([CH3:3])[CH3:4]. The catalyst class is: 9. (4) Reactant: [NH2:1][C@@H:2]([CH3:6])[C@H:3]([OH:5])[CH3:4].[Br:7][C:8]1[CH:13]=[CH:12][C:11]([S:14](Cl)(=[O:16])=[O:15])=[CH:10][CH:9]=1.C(N(CC)CC)C. Product: [Br:7][C:8]1[CH:13]=[CH:12][C:11]([S:14]([NH:1][C@@H:2]([CH3:6])[C@H:3]([OH:5])[CH3:4])(=[O:16])=[O:15])=[CH:10][CH:9]=1. The catalyst class is: 4. (5) The catalyst class is: 1. Product: [F:38][C:23]1[CH:22]=[C:21]([C:24]([F:27])([F:26])[F:25])[S:20][C:19]=1[C:13]([CH3:12])([CH3:18])[CH2:14][C:15]([OH:17])=[O:16]. Reactant: CCCCCC.C([Li])CCC.[CH3:12][C:13]([C:19]1[S:20][C:21]([C:24]([F:27])([F:26])[F:25])=[CH:22][CH:23]=1)([CH3:18])[CH2:14][C:15]([OH:17])=[O:16].C1C=CC(S(N(S(C2C=CC=CC=2)(=O)=O)[F:38])(=O)=O)=CC=1. (6) Reactant: [C:1]([CH:5]1[N:14]2[C:9](=[CH:10][C:11](=[O:20])[C:12]([C:15]([O:17]CC)=[O:16])=[CH:13]2)[C:8]2[CH:21]=[C:22]([O:32][CH3:33])[C:23]([O:25][CH2:26][CH2:27][CH2:28][CH2:29][CH2:30][OH:31])=[CH:24][C:7]=2[CH2:6]1)([CH3:4])([CH3:3])[CH3:2].CO.O[Li].O. Product: [C:1]([CH:5]1[N:14]2[C:9](=[CH:10][C:11](=[O:20])[C:12]([C:15]([OH:17])=[O:16])=[CH:13]2)[C:8]2[CH:21]=[C:22]([O:32][CH3:33])[C:23]([O:25][CH2:26][CH2:27][CH2:28][CH2:29][CH2:30][OH:31])=[CH:24][C:7]=2[CH2:6]1)([CH3:4])([CH3:2])[CH3:3]. The catalyst class is: 6.